This data is from Full USPTO retrosynthesis dataset with 1.9M reactions from patents (1976-2016). The task is: Predict the reactants needed to synthesize the given product. Given the product [CH2:16]([O:18][C:6]1[NH:2][N:1]=[C:4]([C:7]2[CH:12]=[CH:11][CH:10]=[C:9]([I:13])[CH:8]=2)[N:5]=1)[CH3:17], predict the reactants needed to synthesize it. The reactants are: [NH2:1][N:2]1[CH2:6][N:5]=[C:4]([C:7]2[CH:12]=[CH:11][CH:10]=[C:9]([I:13])[CH:8]=2)O1.[OH-].[K+].[C:16](O)(=[O:18])[CH3:17].